From a dataset of Full USPTO retrosynthesis dataset with 1.9M reactions from patents (1976-2016). Predict the reactants needed to synthesize the given product. Given the product [CH3:29][C:27]1[NH:26][N:25]=[C:24]([NH:23][C:13]2[CH:12]=[C:11]([NH:1][CH2:2][CH2:3][N:4]3[CH2:9][CH2:8][O:7][CH2:6][CH2:5]3)[N:16]=[C:15]([C:17]3[CH:18]=[CH:19][CH:20]=[CH:21][CH:22]=3)[N:14]=2)[CH:28]=1, predict the reactants needed to synthesize it. The reactants are: [NH2:1][CH2:2][CH2:3][N:4]1[CH2:9][CH2:8][O:7][CH2:6][CH2:5]1.Cl[C:11]1[N:16]=[C:15]([C:17]2[CH:22]=[CH:21][CH:20]=[CH:19][CH:18]=2)[N:14]=[C:13]([NH:23][C:24]2[CH:28]=[C:27]([CH3:29])[NH:26][N:25]=2)[CH:12]=1.